Binary Classification. Given a drug SMILES string, predict its activity (active/inactive) in a high-throughput screening assay against a specified biological target. From a dataset of Cav3 T-type calcium channel HTS with 100,875 compounds. (1) The molecule is Clc1ccc(n2c(nnc2SCC(=O)Nc2sccc2C#N)C(N(C)C)C)cc1. The result is 0 (inactive). (2) The compound is O=c1[nH]c(N(c2ccccc2)C)cc(=O)n1C. The result is 0 (inactive).